The task is: Predict the reactants needed to synthesize the given product.. This data is from Full USPTO retrosynthesis dataset with 1.9M reactions from patents (1976-2016). (1) Given the product [NH:18]1[CH:19]=[N:20][C:16]([C:12]2[CH:11]=[C:10]3[C:15](=[CH:14][CH:13]=2)[NH:7][N:8]=[C:9]3[C:40]2[CH:45]=[CH:44][C:43]([NH:46][C:50](=[O:51])[CH2:49][O:48][CH3:47])=[CH:42][CH:41]=2)=[N:17]1, predict the reactants needed to synthesize it. The reactants are: O1CCCCC1[N:7]1[C:15]2[C:10](=[CH:11][C:12]([C:16]3[N:20]=[CH:19][N:18](C(C4C=CC=CC=4)(C4C=CC=CC=4)C4C=CC=CC=4)[N:17]=3)=[CH:13][CH:14]=2)[C:9]([C:40]2[CH:45]=[CH:44][C:43]([NH2:46])=[CH:42][CH:41]=2)=[N:8]1.[CH3:47][O:48][CH2:49][C:50](Cl)=[O:51].C(N(CC)CC)C. (2) The reactants are: [NH2:1][C:2]1[N:10]=[C:9]2[C:5]([NH:6][CH:7]=[N:8]2)=[C:4]([I:11])[N:3]=1.CS(C)=O.[C:16](O[C:16]([O:18][C:19]([CH3:22])([CH3:21])[CH3:20])=[O:17])([O:18][C:19]([CH3:22])([CH3:21])[CH3:20])=[O:17]. Given the product [NH2:1][C:2]1[N:10]=[C:9]2[C:5]([N:6]=[CH:7][N:8]2[C:16]([O:18][C:19]([CH3:22])([CH3:21])[CH3:20])=[O:17])=[C:4]([I:11])[N:3]=1, predict the reactants needed to synthesize it. (3) Given the product [O:17]1[C:16]2[CH:15]=[CH:14][C:12]([NH:13][C:2](=[O:3])[CH3:1])=[CH:11][C:10]=2[O:9][CH2:8]1, predict the reactants needed to synthesize it. The reactants are: [CH3:1][C:2](OC(C)=O)=[O:3].[CH2:8]1[O:17][C:16]2[CH:15]=[CH:14][C:12]([NH2:13])=[CH:11][C:10]=2[O:9]1.CO. (4) Given the product [Cl:1][C:2]1[CH:3]=[C:4]([C:8]2[CH:13]=[CH:12][C:11]([NH:14][CH:15]3[CH2:20][CH2:19][N:18]([C:21]4[N:22]=[CH:23][CH:24]=[CH:25][N:26]=4)[CH2:17][CH2:16]3)=[C:10]([NH2:27])[CH:9]=2)[CH:5]=[CH:6][CH:7]=1, predict the reactants needed to synthesize it. The reactants are: [Cl:1][C:2]1[CH:3]=[C:4]([C:8]2[CH:13]=[CH:12][C:11]([NH:14][CH:15]3[CH2:20][CH2:19][N:18]([C:21]4[N:26]=[CH:25][CH:24]=[CH:23][N:22]=4)[CH2:17][CH2:16]3)=[C:10]([N+:27]([O-])=O)[CH:9]=2)[CH:5]=[CH:6][CH:7]=1.